From a dataset of Forward reaction prediction with 1.9M reactions from USPTO patents (1976-2016). Predict the product of the given reaction. (1) Given the reactants [Cl:1][C:2]1[CH:26]=[CH:25][C:24]([Cl:27])=[CH:23][C:3]=1[O:4][C:5]1[CH:10]=[CH:9][N:8]=[CH:7][C:6]=1[C:11](N1C2C(=CC=CC=2)CCC1)=[O:12].[CH3:28][N:29]([CH3:37])[C:30]1[C:31]([NH2:36])=[CH:32][CH:33]=[CH:34][CH:35]=1, predict the reaction product. The product is: [Cl:1][C:2]1[CH:26]=[CH:25][C:24]([Cl:27])=[CH:23][C:3]=1[O:4][C:5]1[C:6]([C:11]([NH:36][C:31]2[CH:32]=[CH:33][CH:34]=[CH:35][C:30]=2[N:29]([CH3:37])[CH3:28])=[O:12])=[CH:7][N:8]=[CH:9][CH:10]=1. (2) Given the reactants [BrH:1].N[C:3]1[CH:10]=[CH:9][C:6]([C:7]#[N:8])=[CH:5][CH:4]=1.CC1(C)N([O])C(C)(C)CCC1.N([O-])=O.[Na+].[OH-].[Na+], predict the reaction product. The product is: [Br:1][C:3]1[CH:10]=[CH:9][C:6]([C:7]#[N:8])=[CH:5][CH:4]=1. (3) Given the reactants [CH:1]1([NH:4][C:5]2[C:10]([C:11]([NH2:13])=[O:12])=[CH:9][N:8]=[C:7]([NH:14][C:15]3[CH:20]=[CH:19][C:18]([CH:21]4[CH2:26][CH2:25][N:24]([CH:27]([CH3:29])[CH3:28])[CH2:23][CH2:22]4)=[CH:17][CH:16]=3)[N:6]=2)[CH2:3][CH2:2]1.[C:30]1(=O)CCC[CH2:31]1, predict the reaction product. The product is: [CH:27]1([N:24]2[CH2:25][CH2:26][CH:21]([C:18]3[CH:19]=[CH:20][C:15]([NH:14][C:7]4[N:6]=[C:5]([NH:4][CH:1]5[CH2:3][CH2:2]5)[C:10]([C:11]([NH2:13])=[O:12])=[CH:9][N:8]=4)=[CH:16][CH:17]=3)[CH2:22][CH2:23]2)[CH2:29][CH2:31][CH2:30][CH2:28]1. (4) Given the reactants [Cl:1][C:2]1[C:7]([Cl:8])=[CH:6][CH:5]=[CH:4][C:3]=1[CH:9]([NH:13]C(=O)OC(C)(C)C)[CH2:10][CH2:11][OH:12].FC(F)(F)C(O)=O, predict the reaction product. The product is: [NH2:13][CH:9]([C:3]1[CH:4]=[CH:5][CH:6]=[C:7]([Cl:8])[C:2]=1[Cl:1])[CH2:10][CH2:11][OH:12]. (5) Given the reactants N([C:3]([CH3:9])([CH3:8])[C:4]([O:6][CH3:7])=[O:5])=N[C:3]([CH3:9])([CH3:8])[C:4]([O:6][CH3:7])=[O:5].C(S)CCCC[CH2:22][CH2:23][CH2:24][CH2:25][CH2:26][CH2:27][CH3:28], predict the reaction product. The product is: [C:4]([O:6][C:23]12[CH2:22][CH:26]([CH2:25][CH2:24]1)[CH2:27][CH2:28]2)(=[O:5])[C:3]([CH3:9])=[CH2:8].[C:4]([O:6][CH3:7])(=[O:5])[C:3]([CH3:9])=[CH2:8]. (6) Given the reactants [NH2:1][C:2]1[C:7](Cl)=[C:6]([C:9]([O:11][CH3:12])=[O:10])[N:5]=[C:4]([CH:13]2[CH2:15][CH2:14]2)[N:3]=1, predict the reaction product. The product is: [NH2:1][C:2]1[C:7]([CH2:14][C:13]([CH3:15])=[CH2:4])=[C:6]([C:9]([O:11][CH3:12])=[O:10])[N:5]=[C:4]([CH:13]2[CH2:15][CH2:14]2)[N:3]=1.